From a dataset of Forward reaction prediction with 1.9M reactions from USPTO patents (1976-2016). Predict the product of the given reaction. (1) The product is: [Cl:41][C:42]1[CH:43]=[C:44]([C:45]2[N:47]=[C:14]([CH:13]([S:12][C:3]3[N:2]([CH3:1])[C:6]([C:7]4[S:8][CH:9]=[CH:10][CH:11]=4)=[N:5][N:4]=3)[CH3:17])[O:16][N:46]=2)[CH:49]=[CH:50][CH:51]=1. Given the reactants [CH3:1][N:2]1[C:6]([C:7]2[S:8][CH:9]=[CH:10][CH:11]=2)=[N:5][N:4]=[C:3]1[S:12][CH:13]([CH3:17])[C:14]([OH:16])=O.Cl.CN(C)CCCN=C=NCC.O.ON1C2C=CC=CC=2N=N1.[Cl:41][C:42]1[CH:43]=[C:44]([CH:49]=[CH:50][CH:51]=1)[C:45]([NH:47]O)=[NH:46], predict the reaction product. (2) The product is: [F:1][C:2]1[C:10]([N+:11]([O-:13])=[O:12])=[CH:9][CH:8]=[C:7]([F:14])[C:3]=1[C:4]([N:16]1[CH2:20][CH2:19][CH2:18][C@H:17]1[C:21]([O:23][CH3:24])=[O:22])=[O:6]. Given the reactants [F:1][C:2]1[C:10]([N+:11]([O-:13])=[O:12])=[CH:9][CH:8]=[C:7]([F:14])[C:3]=1[C:4]([OH:6])=O.Cl.[NH:16]1[CH2:20][CH2:19][CH2:18][C@H:17]1[C:21]([O:23][CH3:24])=[O:22].C(N(CC)CC)C.C(=O)([O-])O.[Na+], predict the reaction product. (3) Given the reactants [F:1][C:2]1[CH:7]=[C:6]([I:8])[CH:5]=[CH:4][C:3]=1[NH:9][C:10]1[N:15]([CH3:16])[C:14](=[O:17])[CH:13]=[C:12]([O:18][C:19]2[C:20]([CH3:28])=[C:21]([CH:25]=[CH:26][CH:27]=2)[C:22](O)=[O:23])[C:11]=1[C:29](=[O:40])[NH:30][CH2:31][C:32]1[CH:37]=[CH:36][C:35]([O:38][CH3:39])=[CH:34][CH:33]=1.Cl.C(N=C=N[CH2:47][CH2:48][CH2:49][N:50](C)C)C.ON1C2C=CC=CC=2N=N1.C1(CN)CC1.[Cl-].[Li+], predict the reaction product. The product is: [CH:49]1([NH:50][C:22]([C:21]2[C:20]([CH3:28])=[C:19]([CH:27]=[CH:26][CH:25]=2)[O:18][C:12]2[C:11]([C:29]([NH:30][CH2:31][C:32]3[CH:37]=[CH:36][C:35]([O:38][CH3:39])=[CH:34][CH:33]=3)=[O:40])=[C:10]([NH:9][C:3]3[CH:4]=[CH:5][C:6]([I:8])=[CH:7][C:2]=3[F:1])[N:15]([CH3:16])[C:14](=[O:17])[CH:13]=2)=[O:23])[CH2:47][CH2:48]1.